From a dataset of Drug-target binding data from BindingDB using IC50 measurements. Regression. Given a target protein amino acid sequence and a drug SMILES string, predict the binding affinity score between them. We predict pIC50 (pIC50 = -log10(IC50 in M); higher means more potent). Dataset: bindingdb_ic50. (1) The drug is O=C(NS(=O)(=O)c1ccccc1)c1cc(Br)cc2c(=O)cc(-c3ccc(OCc4ccc5ccccc5n4)cc3)oc12. The pIC50 is 6.4. The target protein (Q9Y271) has sequence MDETGNLTVSSATCHDTIDDFRNQVYSTLYSMISVVGFFGNGFVLYVLIKTYHKKSAFQVYMINLAVADLLCVCTLPLRVVYYVHKGIWLFGDFLCRLSTYALYVNLYCSIFFMTAMSFFRCIAIVFPVQNINLVTQKKARFVCVGIWIFVILTSSPFLMAKPQKDEKNNTKCFEPPQDNQTKNHVLVLHYVSLFVGFIIPFVIIIVCYTMIILTLLKKSMKKNLSSHKKAIGMIMVVTAAFLVSFMPYHIQRTIHLHFLHNETKPCDSVLRMQKSVVITLSLAASNCCFDPLLYFFSGGNFRKRLSTFRKHSLSSVTYVPRKKASLPEKGEEICKV. (2) The small molecule is CN(C)C[C@@H](O)Cn1c2ccc(Br)cc2c2cc(Br)ccc21. The target protein (O08816) has sequence MSSGQQPPRRVTNVGSLLLTPQENESLFSFLGKKCVTMSSAVVQLYAADRNCMWSKKCSGVACLVKDNPQRSYFLRIFDIKDGKLLWEQELYNNFVYNSPRGYFHTFAGDTCQVALNFANEEEAKKFRKAVTDLLGRRQRKSEKRRDAPNGPNLPMATVDIKNPEITTNRFYSSQVNNISHTKEKKKGKAKKKRLTKADIGTPSNFQHIGHVGWDPNTGFDLNNLDPELKNLFDMCGISEAQLKDRETSKVIYDFIEKTGGVEAVKNELRRQAPPPPPPSRGGPPPPPPPPHSSGPPPPPARGRGAPPPPPSRAPTAAPPPPPPSRPGVVVPPPPPNRMYPPPPPALPSSAPSGPPPPPPLSMAGSTAPPPPPPPPPPPGPPPPPGLPSDGDHQVPASSGNKAALLDQIREGAQLKKVEQNSRPVSCSGRDALLDQIRQGIQLKSVSDGQESTPPTPAPTSGIVGALMEVMQKRSKAIHSSDEDEDDDDEEDFQDDDEWE.... The pIC50 is 5.5. (3) The drug is CCCCCCCCCCCCn1nnc(CC(=O)Nc2c(OC)cc(OC)cc2OC)n1. The target protein (O70536) has sequence MVGEETSLRNRLSRSAENPEQDEAQKNLLDTHRNGHITMKQLIAKKRQLAAEAEELKPLFLKEVGCHFDDFVTNLIDKSASLDNGGCALTTFSILEEMKNNHRAKDLRAPPEQGKIFISRRSLLDELFEVDHIRTIYHMFIALLIIFILSTLVVDYIDEGRLVLEFSLLAYAFGQFPIVIWTWWAMFLSTLAIPYFLFQRWAHGYSKSSHPLIYSLIHGAFFLVFQLGILGFIPTYVVLAYTLPPASRFILILEQIRLVMKAHSYVRENVPRVLSAAKEKSSTVPVPTVNQYLYFLFAPTLIYRDSYPRTPTVRWGYVAMQFLQVFGCLFYVYYIFERLCAPLFRNIKQEPFSARVLVLCVFNSILPGVLMLFLSFFAFLHCWLNAFAEMLRFGDRMFYKDWWNSTSYSNYYRTWNVVVHDWLYYYVYKDLLWFFSKRFRPAAMLAVFALSAVVHEYALAVCLSYFYPVLFVLFMFFGMAFNFIVNDSRKRPVWNIMVRA.... The pIC50 is 7.6.